The task is: Predict the reactants needed to synthesize the given product.. This data is from Full USPTO retrosynthesis dataset with 1.9M reactions from patents (1976-2016). (1) The reactants are: [F:1][C:2]([F:15])([F:14])[S:3]([C:5]1[CH:6]=[CH:7][C:8]2[O:12][CH:11]=[N:10][C:9]=2[CH:13]=1)=O.Br[C:17]1[CH:22]=[CH:21][C:20]([S:23][C:24]([F:27])([F:26])[F:25])=[CH:19][C:18]=1[S:28][CH2:29][CH3:30].C1(P(C2C=CC=CC=2)C2C=CC=CC=2)C=CC=CC=1.C(=O)([O-])[O-].[K+].[K+]. Given the product [CH2:29]([S:28][C:18]1[CH:19]=[C:20]([S:23][C:24]([F:27])([F:25])[F:26])[CH:21]=[CH:22][C:17]=1[C:11]1[O:12][C:8]2[CH:7]=[CH:6][C:5]([S:3][C:2]([F:15])([F:14])[F:1])=[CH:13][C:9]=2[N:10]=1)[CH3:30], predict the reactants needed to synthesize it. (2) Given the product [ClH:38].[F:1][C:2]1[CH:16]=[C:15]([C:17]2[N:21]=[C:20]([C:22]3[CH:27]=[CH:26][C:25]([N:28]4[CH2:33][CH2:32][CH2:31][CH2:30][CH:29]4[CH3:34])=[C:24]([CH2:35][O:36][CH3:37])[CH:23]=3)[O:19][N:18]=2)[CH:14]=[CH:13][C:3]=1[O:4][CH2:5][C:6]([OH:8])=[O:7], predict the reactants needed to synthesize it. The reactants are: [F:1][C:2]1[CH:16]=[C:15]([C:17]2[N:21]=[C:20]([C:22]3[CH:27]=[CH:26][C:25]([N:28]4[CH2:33][CH2:32][CH2:31][CH2:30][CH:29]4[CH3:34])=[C:24]([CH2:35][O:36][CH3:37])[CH:23]=3)[O:19][N:18]=2)[CH:14]=[CH:13][C:3]=1[O:4][CH2:5][C:6]([O:8]C(C)(C)C)=[O:7].[ClH:38]. (3) Given the product [Cl:27][C:24]1[CH:25]=[CH:26][C:21]([CH:19]([N:1]2[CH2:4][C:3](=[C:5]([C:10]3[CH:15]=[C:14]([F:16])[CH:13]=[C:12]([F:17])[CH:11]=3)[C:6]([O:8][CH3:9])=[O:7])[CH2:2]2)[CH3:18])=[CH:22][CH:23]=1, predict the reactants needed to synthesize it. The reactants are: [NH:1]1[CH2:4][C:3](=[C:5]([C:10]2[CH:15]=[C:14]([F:16])[CH:13]=[C:12]([F:17])[CH:11]=2)[C:6]([O:8][CH3:9])=[O:7])[CH2:2]1.[CH3:18][C:19]([C:21]1[CH:26]=[CH:25][C:24]([Cl:27])=[CH:23][CH:22]=1)=O.C(N(CC)CC)C.C(O[BH-](OC(=O)C)OC(=O)C)(=O)C.[Na+]. (4) Given the product [CH3:1][S:2]([N:6]1[C:10]2[CH:11]=[CH:12][CH:13]=[CH:14][C:9]=2[N:8]=[N:7]1)(=[O:4])=[O:3], predict the reactants needed to synthesize it. The reactants are: [CH3:1][S:2](Cl)(=[O:4])=[O:3].[NH:6]1[C:10]2[CH:11]=[CH:12][CH:13]=[CH:14][C:9]=2[N:8]=[N:7]1.N1C=CC=CC=1. (5) Given the product [F:67][C:56]([F:55])([F:66])[C:22]([OH:24])=[O:23].[CH:1]1([C:4]2[C:12]3[CH:11]=[C:10]([CH2:13][CH2:14][CH2:15][CH2:16][N:17]4[CH:21]=[C:20]([C:22]([NH:65][CH2:64][C:60]5[CH:61]=[CH:62][CH:63]=[C:58]([O:57][C:56]([F:55])([F:66])[F:67])[CH:59]=5)=[O:24])[N:19]=[N:18]4)[N:9]=[N:8][C:7]=3[NH:6][C:5]=2[C:25]2[CH:30]=[CH:29][CH:28]=[CH:27][N:26]=2)[CH2:2][CH2:3]1, predict the reactants needed to synthesize it. The reactants are: [CH:1]1([C:4]2[C:12]3[CH:11]=[C:10]([CH2:13][CH2:14][CH2:15][CH2:16][N:17]4[CH:21]=[C:20]([C:22]([OH:24])=[O:23])[N:19]=[N:18]4)[N:9]=[N:8][C:7]=3[NH:6][C:5]=2[C:25]2[CH:30]=[CH:29][CH:28]=[CH:27][N:26]=2)[CH2:3][CH2:2]1.CN(C(ON1N=NC2C=CC=NC1=2)=[N+](C)C)C.F[P-](F)(F)(F)(F)F.[F:55][C:56]([F:67])([F:66])[O:57][C:58]1[CH:59]=[C:60]([CH2:64][NH2:65])[CH:61]=[CH:62][CH:63]=1.CCN(C(C)C)C(C)C. (6) Given the product [I:1][C:2]1[CH:6]=[N:5][N:4]([CH:14]([CH3:16])[CH3:15])[C:3]=1[C:7]1[S:8][CH:9]=[CH:10][CH:11]=1, predict the reactants needed to synthesize it. The reactants are: [I:1][C:2]1[C:3]([C:7]2[S:8][CH:9]=[CH:10][CH:11]=2)=[N:4][NH:5][CH:6]=1.[H-].[Na+].[CH:14](I)([CH3:16])[CH3:15].IC1C(C2SC=CC=2)=NN(C(C)C)C=1.